Dataset: Reaction yield outcomes from USPTO patents with 853,638 reactions. Task: Predict the reaction yield, written as a fraction of the theoretical maximum amount of product (1.0 means a 100% yield; for example, 0.34 means a 34% yield). (1) The reactants are [NH2:1][CH:2]([CH:7]1[CH2:9][CH2:8]1)[C:3]([O:5][CH3:6])=[O:4].C(N(C(C)C)CC)(C)C.CN(C(ON1N=NC2C=CC=NC1=2)=[N+](C)C)C.F[P-](F)(F)(F)(F)F.[CH3:43][C:44]1([S:53]([C:56]2[CH:61]=[CH:60][CH:59]=[C:58]([C:62]([F:65])([F:64])[F:63])[CH:57]=2)(=[O:55])=[O:54])[CH2:49][CH2:48][O:47][CH:46]([C:50](O)=[O:51])[CH2:45]1. The catalyst is CN(C=O)C.CCOC(C)=O. The yield is 0.570. The product is [CH:7]1([CH:2]([NH:1][C:50]([CH:46]2[CH2:45][C:44]([CH3:43])([S:53]([C:56]3[CH:61]=[CH:60][CH:59]=[C:58]([C:62]([F:64])([F:63])[F:65])[CH:57]=3)(=[O:55])=[O:54])[CH2:49][CH2:48][O:47]2)=[O:51])[C:3]([O:5][CH3:6])=[O:4])[CH2:9][CH2:8]1. (2) The reactants are [C:1]([N:4]1[C:13]2[C:8](=[CH:9][C:10]([C:14]3[CH:19]=[CH:18][C:17]([CH2:20][CH2:21][C:22]([OH:24])=O)=[CH:16][CH:15]=3)=[CH:11][CH:12]=2)[C@H:7]([NH:25][C:26]2[CH:31]=[CH:30][C:29]([C:32]#[N:33])=[CH:28][N:27]=2)[CH2:6][C@@H:5]1[CH3:34])(=[O:3])[CH3:2].[CH2:35]([CH2:37][NH2:38])[OH:36].CN(C(ON1N=NC2C=CC=NC1=2)=[N+](C)C)C.F[P-](F)(F)(F)(F)F.CCN(C(C)C)C(C)C. The catalyst is CN(C=O)C. The product is [C:1]([N:4]1[C:13]2[C:8](=[CH:9][C:10]([C:14]3[CH:15]=[CH:16][C:17]([CH2:20][CH2:21][C:22]([NH:38][CH2:37][CH2:35][OH:36])=[O:24])=[CH:18][CH:19]=3)=[CH:11][CH:12]=2)[C@H:7]([NH:25][C:26]2[CH:31]=[CH:30][C:29]([C:32]#[N:33])=[CH:28][N:27]=2)[CH2:6][C@@H:5]1[CH3:34])(=[O:3])[CH3:2]. The yield is 0.470. (3) The reactants are [CH3:1][N:2]([CH3:21])[C:3]1([C:15]2[CH:16]=[N:17][CH:18]=[CH:19][CH:20]=2)[CH2:8][CH2:7][C:6](=[CH:9][C:10]([O:12][CH2:13][CH3:14])=[O:11])[CH2:5][CH2:4]1. The catalyst is CO.[Pd]. The product is [CH3:21][N:2]([CH3:1])[C:3]1([C:15]2[CH:16]=[N:17][CH:18]=[CH:19][CH:20]=2)[CH2:4][CH2:5][CH:6]([CH2:9][C:10]([O:12][CH2:13][CH3:14])=[O:11])[CH2:7][CH2:8]1. The yield is 0.370.